Dataset: Peptide-MHC class II binding affinity with 134,281 pairs from IEDB. Task: Regression. Given a peptide amino acid sequence and an MHC pseudo amino acid sequence, predict their binding affinity value. This is MHC class II binding data. The peptide sequence is YDKFLANVSTVLSGK. The MHC is DRB3_0202 with pseudo-sequence DRB3_0202. The binding affinity (normalized) is 0.940.